Dataset: Reaction yield outcomes from USPTO patents with 853,638 reactions. Task: Predict the reaction yield, written as a fraction of the theoretical maximum amount of product (1.0 means a 100% yield; for example, 0.34 means a 34% yield). (1) The reactants are [F:1][C:2]([F:11])([F:10])[CH2:3][CH2:4][C@@H:5]([C:7]([OH:9])=[O:8])[NH2:6].[OH-].[Na+].[Cl:14][C:15]1[S:19][C:18]([S:20](Cl)(=[O:22])=[O:21])=[CH:17][CH:16]=1. The catalyst is C1COCC1.CCOC(C)=O. The product is [Cl:14][C:15]1[S:19][C:18]([S:20]([NH:6][C@H:5]([C:7]([OH:9])=[O:8])[CH2:4][CH2:3][C:2]([F:10])([F:11])[F:1])(=[O:22])=[O:21])=[CH:17][CH:16]=1. The yield is 0.683. (2) The reactants are Br[C:2]1[CH:3]=[C:4]2[C:9](=[CH:10][CH:11]=1)[O:8][C:7]([C:12]1[CH:17]=[CH:16][C:15]([O:18][CH3:19])=[C:14]([O:20][CH3:21])[CH:13]=1)=[C:6]([OH:22])[C:5]2=[O:23].[CH2:24]([O:36][CH2:37][C:38]1[CH:43]=[CH:42][CH:41]=[CH:40][CH:39]=1)[CH2:25][CH2:26][CH2:27][CH2:28][CH2:29][CH2:30][CH2:31][CH2:32][CH2:33][C:34]#[CH:35]. The catalyst is N1CCCCC1.C1C=CC([P]([Pd]([P](C2C=CC=CC=2)(C2C=CC=CC=2)C2C=CC=CC=2)([P](C2C=CC=CC=2)(C2C=CC=CC=2)C2C=CC=CC=2)[P](C2C=CC=CC=2)(C2C=CC=CC=2)C2C=CC=CC=2)(C2C=CC=CC=2)C2C=CC=CC=2)=CC=1. The product is [CH2:37]([O:36][CH2:24][CH2:25][CH2:26][CH2:27][CH2:28][CH2:29][CH2:30][CH2:31][CH2:32][CH2:33][C:34]#[C:35][C:2]1[CH:3]=[C:4]2[C:9](=[CH:10][CH:11]=1)[O:8][C:7]([C:12]1[CH:17]=[CH:16][C:15]([O:18][CH3:19])=[C:14]([O:20][CH3:21])[CH:13]=1)=[C:6]([OH:22])[C:5]2=[O:23])[C:38]1[CH:43]=[CH:42][CH:41]=[CH:40][CH:39]=1. The yield is 0.900. (3) The reactants are CO[CH:3]([O:13]C)[C:4]1[CH:11]=[CH:10][C:7]([CH:8]=O)=[CH:6][C:5]=1[F:12].[Cl:15][C:16]1[C:21]([Cl:22])=[CH:20][C:19]([NH2:23])=[C:18]([NH2:24])[CH:17]=1.C1(=O)C=CC(=O)C=C1. The catalyst is CO. The product is [Cl:15][C:16]1[C:21]([Cl:22])=[CH:20][C:19]2[N:23]=[C:8]([C:7]3[CH:10]=[CH:11][C:4]([CH:3]=[O:13])=[C:5]([F:12])[CH:6]=3)[NH:24][C:18]=2[CH:17]=1. The yield is 0.260. (4) The reactants are [NH2:1][C:2]1[CH:7]=[CH:6][CH:5]=[CH:4][C:3]=1[NH:8][C:9]([C:11]1[N:12]=[CH:13][S:14][C:15]=1[N:16]([C:26](=[O:35])[C:27]1[C:32]([F:33])=[CH:31][CH:30]=[CH:29][C:28]=1[F:34])CC1C=CC(OC)=CC=1)=O. The catalyst is C(O)(=O)C. The product is [NH:1]1[C:2]2[CH:7]=[CH:6][CH:5]=[CH:4][C:3]=2[N:8]=[C:9]1[C:11]1[N:12]=[CH:13][S:14][C:15]=1[NH:16][C:26](=[O:35])[C:27]1[C:28]([F:34])=[CH:29][CH:30]=[CH:31][C:32]=1[F:33]. The yield is 0.590. (5) The reactants are [CH:1]1([N:4]2[CH:8]=[C:7](I)[CH:6]=[N:5]2)[CH2:3][CH2:2]1.C([Mg]Cl)(C)C.C(O[B:19]1[O:23][C:22]([CH3:25])([CH3:24])[C:21]([CH3:27])([CH3:26])[O:20]1)(C)C. The catalyst is C1COCC1. The product is [CH:1]1([N:4]2[CH:8]=[C:7]([B:19]3[O:23][C:22]([CH3:25])([CH3:24])[C:21]([CH3:27])([CH3:26])[O:20]3)[CH:6]=[N:5]2)[CH2:3][CH2:2]1. The yield is 0.830.